Predict the product of the given reaction. From a dataset of Forward reaction prediction with 1.9M reactions from USPTO patents (1976-2016). (1) Given the reactants [CH3:1][O:2][C:3]1[CH:50]=[CH:49][CH:48]=[CH:47][C:4]=1[CH2:5][O:6][CH2:7][CH2:8][CH2:9][O:10][C:11]1[CH:16]=[CH:15][C:14]([CH:17]2[CH2:22][CH2:21][N:20]([C:23]([O:25][C:26]([CH3:29])([CH3:28])[CH3:27])=[O:24])[CH2:19][CH:18]2[O:30][CH2:31][C:32]2[CH:37]=[CH:36][CH:35]=[C:34](B3OC(C)(C)C(C)(C)O3)[CH:33]=2)=[CH:13][CH:12]=1.Br[C:52]1[N:53]([CH2:57][CH2:58][CH2:59][O:60][CH3:61])[CH:54]=[CH:55][N:56]=1.C(=O)([O-])[O-].[Na+].[Na+], predict the reaction product. The product is: [CH3:1][O:2][C:3]1[CH:50]=[CH:49][CH:48]=[CH:47][C:4]=1[CH2:5][O:6][CH2:7][CH2:8][CH2:9][O:10][C:11]1[CH:12]=[CH:13][C:14]([CH:17]2[CH2:22][CH2:21][N:20]([C:23]([O:25][C:26]([CH3:28])([CH3:29])[CH3:27])=[O:24])[CH2:19][CH:18]2[O:30][CH2:31][C:32]2[CH:37]=[CH:36][CH:35]=[C:34]([C:52]3[N:53]([CH2:57][CH2:58][CH2:59][O:60][CH3:61])[CH:54]=[CH:55][N:56]=3)[CH:33]=2)=[CH:15][CH:16]=1. (2) Given the reactants [NH2:1][C:2]1[CH:3]=[N:4][N:5]([CH2:7][CH2:8][CH2:9][N:10]2[CH2:15][CH2:14][CH2:13][CH:12]([OH:16])[CH2:11]2)[CH:6]=1.[NH:17]1[C:25]2[C:20](=[CH:21][CH:22]=[CH:23][CH:24]=2)[C:19]([C:26](O)=[O:27])=[N:18]1.CN(C(ON1N=NC2C=CC=NC1=2)=[N+](C)C)C.F[P-](F)(F)(F)(F)F.CCN(C(C)C)C(C)C, predict the reaction product. The product is: [OH:16][CH:12]1[CH2:13][CH2:14][CH2:15][N:10]([CH2:9][CH2:8][CH2:7][N:5]2[CH:6]=[C:2]([NH:1][C:26]([C:19]3[C:20]4[C:25](=[CH:24][CH:23]=[CH:22][CH:21]=4)[NH:17][N:18]=3)=[O:27])[CH:3]=[N:4]2)[CH2:11]1. (3) Given the reactants [C:1]([C:4]1[C:13]2[C:8](=[CH:9][C:10]([C:14]3[CH:15]=[C:16]([CH:23]=[CH:24][C:25]=3[CH3:26])[C:17]([NH:19][CH:20]3[CH2:22][CH2:21]3)=[O:18])=[CH:11][CH:12]=2)[CH:7]([CH3:27])[NH:6][N:5]=1)(=[O:3])[CH3:2].[Mn]([O-])(=O)(=O)=O.[K+], predict the reaction product. The product is: [C:1]([C:4]1[C:13]2[C:8](=[CH:9][C:10]([C:14]3[CH:15]=[C:16]([CH:23]=[CH:24][C:25]=3[CH3:26])[C:17]([NH:19][CH:20]3[CH2:22][CH2:21]3)=[O:18])=[CH:11][CH:12]=2)[C:7]([CH3:27])=[N:6][N:5]=1)(=[O:3])[CH3:2].